This data is from Aqueous solubility values for 9,982 compounds from the AqSolDB database. The task is: Regression/Classification. Given a drug SMILES string, predict its absorption, distribution, metabolism, or excretion properties. Task type varies by dataset: regression for continuous measurements (e.g., permeability, clearance, half-life) or binary classification for categorical outcomes (e.g., BBB penetration, CYP inhibition). For this dataset (solubility_aqsoldb), we predict Y. (1) The molecule is CCCn1c(=O)c2[nH]c(C(C3CC3)C3CC3)nc2n(CCC)c1=O. The Y is -4.59 log mol/L. (2) The Y is -4.40 log mol/L. The molecule is CN1CCN(CCCN2c3ccccc3Sc3ccc(Cl)cc32)CC1. (3) The compound is CCc1cccs1. The Y is -2.58 log mol/L. (4) The molecule is CCCCOCCOCCOC(C)=O. The Y is -0.819 log mol/L. (5) The molecule is CCC(CO[N+](=O)O)O[N+](=O)O. The Y is -1.89 log mol/L. (6) The molecule is Cc1ccc2cc(C)c(C)cc2c1. The Y is -5.00 log mol/L.